Dataset: NCI-60 drug combinations with 297,098 pairs across 59 cell lines. Task: Regression. Given two drug SMILES strings and cell line genomic features, predict the synergy score measuring deviation from expected non-interaction effect. Drug 1: CCC1(C2=C(COC1=O)C(=O)N3CC4=CC5=C(C=CC(=C5CN(C)C)O)N=C4C3=C2)O.Cl. Drug 2: C1CCC(C(C1)N)N.C(=O)(C(=O)[O-])[O-].[Pt+4]. Cell line: SNB-75. Synergy scores: CSS=15.2, Synergy_ZIP=-10.0, Synergy_Bliss=1.59, Synergy_Loewe=-13.9, Synergy_HSA=1.56.